From a dataset of Full USPTO retrosynthesis dataset with 1.9M reactions from patents (1976-2016). Predict the reactants needed to synthesize the given product. (1) The reactants are: [CH2:1]1[C:9]2[C:4](=[CH:5][CH:6]=[CH:7][CH:8]=2)[CH2:3][CH:2]1[C@H:10]1[NH:15][C:14](=[O:16])[C@@H:13]([CH:17]([CH2:20][CH3:21])[CH2:18][CH3:19])[N:12]([CH2:22][C:23]2[CH:28]=[CH:27][CH:26]=[CH:25][C:24]=2[CH2:29][OH:30])[C:11]1=[O:31].C[N+]1([O-])CCOCC1. Given the product [CH2:1]1[C:9]2[C:4](=[CH:5][CH:6]=[CH:7][CH:8]=2)[CH2:3][CH:2]1[C@H:10]1[NH:15][C:14](=[O:16])[C@@H:13]([CH:17]([CH2:20][CH3:21])[CH2:18][CH3:19])[N:12]([CH2:22][C:23]2[CH:28]=[CH:27][CH:26]=[CH:25][C:24]=2[CH:29]=[O:30])[C:11]1=[O:31], predict the reactants needed to synthesize it. (2) Given the product [C:17]([O:21][C:22]([N:24]1[CH2:29][CH2:28][CH:27]([CH2:30][CH2:31][CH2:32][O:33][C:3]2[CH:8]=[CH:7][N:6]=[CH:5][CH:4]=2)[CH2:26][CH2:25]1)=[O:23])([CH3:20])([CH3:19])[CH3:18], predict the reactants needed to synthesize it. The reactants are: Cl.Cl[C:3]1[CH:8]=[CH:7][N:6]=[CH:5][CH:4]=1.[OH-].[K+].C([O-])([O-])=O.[K+].[K+].[C:17]([O:21][C:22]([N:24]1[CH2:29][CH2:28][CH:27]([CH2:30][CH2:31][CH2:32][OH:33])[CH2:26][CH2:25]1)=[O:23])([CH3:20])([CH3:19])[CH3:18].C(N(CCOCCOC)CCOCCOC)COCCOC.